Task: Predict the product of the given reaction.. Dataset: Forward reaction prediction with 1.9M reactions from USPTO patents (1976-2016) (1) Given the reactants C([O:9][C:10]([C@:12]1([NH:17][C:18]([C:20]2[S:21][C:22]([Cl:25])=[CH:23][CH:24]=2)=[O:19])[CH2:16][CH2:15][O:14][CH2:13]1)=[O:11])CC1C=CC=CC=1.[OH-].[Na+], predict the reaction product. The product is: [Cl:25][C:22]1[S:21][C:20]([C:18]([NH:17][C@@:12]2([C:10]([OH:11])=[O:9])[CH2:16][CH2:15][O:14][CH2:13]2)=[O:19])=[CH:24][CH:23]=1. (2) Given the reactants [Cl:1][C:2]1[CH:3]=[C:4]([N:9]2[C:13](=[O:14])[C@@:12]3([C@H:18]([C:19]4[CH:26]=[CH:25][C:22]([C:23]#[N:24])=[CH:21][CH:20]=4)[CH2:17][NH:16][CH2:15]3)[N:11]([CH3:27])[C:10]2=[O:28])[CH:5]=[C:6]([Cl:8])[CH:7]=1.[CH3:29][CH2:30][O:31][C:32]([CH2:34]Br)=[O:33].C([O-])([O-])=O.[K+].[K+], predict the reaction product. The product is: [CH2:30]([O:31][C:32](=[O:33])[CH2:34][N:16]1[CH2:17][C@@H:18]([C:19]2[CH:20]=[CH:21][C:22]([C:23]#[N:24])=[CH:25][CH:26]=2)[C@:12]2([N:11]([CH3:27])[C:10](=[O:28])[N:9]([C:4]3[CH:5]=[C:6]([Cl:8])[CH:7]=[C:2]([Cl:1])[CH:3]=3)[C:13]2=[O:14])[CH2:15]1)[CH3:29]. (3) Given the reactants [Br:1][C:2]1[O:6][C:5]([CH:7]2[CH2:9][CH2:8]2)=[N:4][C:3]=1[C:10]([O:12][CH3:13])=[O:11].[CH3:14]C(C[AlH]CC(C)C)C, predict the reaction product. The product is: [Br:1][C:2]1[O:6][C:5]([CH:7]2[CH2:9][CH2:8]2)=[N:4][C:3]=1[C:10]([O:12][CH2:13][CH3:14])=[O:11]. (4) Given the reactants [F:1][C:2]([F:13])([F:12])[C:3]1[C:4]2[CH2:11][O:10][CH2:9][CH2:8][C:5]=2[NH:6][N:7]=1.C(=O)([O-])[O-].[K+].[K+].Br[C:21]1[CH:26]=[CH:25][C:24]([CH2:27][N:28]2[CH2:32][CH2:31][CH2:30][C:29]2=[O:33])=[C:23]([F:34])[CH:22]=1.CN(C)CC(O)=O, predict the reaction product. The product is: [F:34][C:23]1[CH:22]=[C:21]([N:6]2[C:5]3[CH2:8][CH2:9][O:10][CH2:11][C:4]=3[C:3]([C:2]([F:12])([F:1])[F:13])=[N:7]2)[CH:26]=[CH:25][C:24]=1[CH2:27][N:28]1[CH2:32][CH2:31][CH2:30][C:29]1=[O:33]. (5) Given the reactants [CH2:1]([O:3][C:4](=[O:23])[CH2:5][O:6][C:7]1[CH:22]=[CH:21][C:10]([C:11]([O:13]CC2C=CC=CC=2)=[O:12])=[CH:9][CH:8]=1)[CH3:2], predict the reaction product. The product is: [CH2:1]([O:3][C:4](=[O:23])[CH2:5][O:6][C:7]1[CH:22]=[CH:21][C:10]([C:11]([OH:13])=[O:12])=[CH:9][CH:8]=1)[CH3:2]. (6) Given the reactants [O:1]1[CH2:6][CH2:5][CH2:4][CH2:3][CH:2]1[O:7][CH:8]1[CH2:12][CH2:11][N:10](C(OCC2C=CC=CC=2)=O)[CH2:9]1, predict the reaction product. The product is: [O:1]1[CH2:6][CH2:5][CH2:4][CH2:3][CH:2]1[O:7][CH:8]1[CH2:12][CH2:11][NH:10][CH2:9]1.